This data is from NCI-60 drug combinations with 297,098 pairs across 59 cell lines. The task is: Regression. Given two drug SMILES strings and cell line genomic features, predict the synergy score measuring deviation from expected non-interaction effect. Cell line: ACHN. Synergy scores: CSS=8.48, Synergy_ZIP=0.189, Synergy_Bliss=3.92, Synergy_Loewe=4.18, Synergy_HSA=4.11. Drug 1: CNC(=O)C1=CC=CC=C1SC2=CC3=C(C=C2)C(=NN3)C=CC4=CC=CC=N4. Drug 2: C1C(C(OC1N2C=NC3=C2NC=NCC3O)CO)O.